This data is from Reaction yield outcomes from USPTO patents with 853,638 reactions. The task is: Predict the reaction yield, written as a fraction of the theoretical maximum amount of product (1.0 means a 100% yield; for example, 0.34 means a 34% yield). (1) The reactants are CCN(C(C)C)C(C)C.[Cl:10][C:11]1[CH:19]=[CH:18][CH:17]=[C:16]([Cl:20])[C:12]=1[C:13]([OH:15])=O.C1C=CC2N(O)N=NC=2C=1.CCN=C=NCCCN(C)C.[O:42]=[C:43]([N:60]1[CH2:65][CH2:64][NH:63][CH2:62][CH2:61]1)[CH2:44][NH:45][C:46]([C:48]1[CH:53]=[CH:52][C:51]([C:54]2[CH:59]=[CH:58][CH:57]=[CH:56][CH:55]=2)=[CH:50][CH:49]=1)=[O:47]. The catalyst is CN(C=O)C.O. The product is [Cl:20][C:16]1[CH:17]=[CH:18][CH:19]=[C:11]([Cl:10])[C:12]=1[C:13]([N:63]1[CH2:62][CH2:61][N:60]([C:43](=[O:42])[CH2:44][NH:45][C:46]([C:48]2[CH:53]=[CH:52][C:51]([C:54]3[CH:59]=[CH:58][CH:57]=[CH:56][CH:55]=3)=[CH:50][CH:49]=2)=[O:47])[CH2:65][CH2:64]1)=[O:15]. The yield is 0.163. (2) The reactants are [Br:1][C:2]1[C:7]([O:8][CH3:9])=[CH:6][C:5]2[O:10][CH2:11][C:12]3[C:16]([C:17]([O:19]CC)=[O:18])=[N:15][N:14]([C:22]4[CH:26]=[CH:25][S:24][CH:23]=4)[C:13]=3[C:4]=2[CH:3]=1.C1COCC1.O.O[Li].O. The catalyst is CO. The product is [Br:1][C:2]1[C:7]([O:8][CH3:9])=[CH:6][C:5]2[O:10][CH2:11][C:12]3[C:16]([C:17]([OH:19])=[O:18])=[N:15][N:14]([C:22]4[CH:26]=[CH:25][S:24][CH:23]=4)[C:13]=3[C:4]=2[CH:3]=1. The yield is 0.990. (3) The reactants are Br[C:2]1[CH:3]=[CH:4][C:5]([NH:8][C:9](=[O:11])[CH3:10])=[N:6][CH:7]=1.[Li]C[CH2:14][CH2:15][CH3:16].[CH3:17][C:18]([O:21][C:22](/[N:24]=[N:25]/[C:26](OC(C)(C)C)=[O:27])=[O:23])([CH3:20])[CH3:19].Cl.[CH2:34]1COCC1. No catalyst specified. The product is [C:18]([O:21][C:22]([N:24]([C:2]1[CH:7]=[N:6][C:5]([NH:8][C:9](=[O:11])[CH3:10])=[CH:4][CH:3]=1)[NH:25][C:26](=[O:27])[C:15]([CH3:14])([CH3:16])[CH3:34])=[O:23])([CH3:20])([CH3:17])[CH3:19]. The yield is 0.240.